From a dataset of Full USPTO retrosynthesis dataset with 1.9M reactions from patents (1976-2016). Predict the reactants needed to synthesize the given product. (1) The reactants are: CON(C)[C:4]([C:6]1[C:7]([CH3:11])=[N:8][O:9][CH:10]=1)=[O:5].[CH3:13][Mg]Br.Cl. Given the product [CH3:11][C:7]1[C:6]([C:4](=[O:5])[CH3:13])=[CH:10][O:9][N:8]=1, predict the reactants needed to synthesize it. (2) The reactants are: [CH3:1][C:2]1[NH:3][CH:4]=[C:5]([C:7]([OH:9])=O)[N:6]=1.CN(C(ON1N=NC2C=CC=CC1=2)=[N+](C)C)C.F[P-](F)(F)(F)(F)F.CCN=C=NCCCN(C)C.CCN(C(C)C)C(C)C.[NH2:54][C@@H:55]([CH3:71])[CH2:56][N:57]1[CH:61]=[CH:60][C:59]([C:62]2[CH:69]=[CH:68][C:65]([C:66]#[N:67])=[C:64]([Cl:70])[CH:63]=2)=[N:58]1. Given the product [Cl:70][C:64]1[CH:63]=[C:62]([C:59]2[CH:60]=[CH:61][N:57]([CH2:56][C@@H:55]([NH:54][C:7]([C:5]3[N:6]=[C:2]([CH3:1])[NH:3][CH:4]=3)=[O:9])[CH3:71])[N:58]=2)[CH:69]=[CH:68][C:65]=1[C:66]#[N:67], predict the reactants needed to synthesize it. (3) Given the product [C:20]([O:19][C:17](=[O:18])[NH:16][CH2:15][CH2:14][C:13]1[O:1][N:2]=[C:3]([CH2:4][CH2:5][CH3:6])[N:7]=1)([CH3:23])([CH3:22])[CH3:21], predict the reactants needed to synthesize it. The reactants are: [OH:1][NH:2][C:3](=[NH:7])[CH2:4][CH2:5][CH3:6].[H-].[Na+].C(O[C:13](=O)[CH2:14][CH2:15][NH:16][C:17]([O:19][C:20]([CH3:23])([CH3:22])[CH3:21])=[O:18])C.O.